Task: Predict which catalyst facilitates the given reaction.. Dataset: Catalyst prediction with 721,799 reactions and 888 catalyst types from USPTO (1) Reactant: C(O)(C(F)(F)F)=O.[CH3:8][N:9]([CH3:43])[C:10](=[O:42])[NH:11][C:12]1[CH:13]=[C:14]([C:18]2[CH:19]=[C:20]3[C:24](=[CH:25][CH:26]=2)[N:23](C2CCCCO2)[N:22]=[C:21]3[C:33]([NH:35][C:36]2[CH:37]=[N:38][CH:39]=[CH:40][CH:41]=2)=[O:34])[CH:15]=[N:16][CH:17]=1.C([SiH](CC)CC)C. Product: [CH3:8][N:9]([CH3:43])[C:10](=[O:42])[NH:11][C:12]1[CH:13]=[C:14]([C:18]2[CH:19]=[C:20]3[C:24](=[CH:25][CH:26]=2)[NH:23][N:22]=[C:21]3[C:33]([NH:35][C:36]2[CH:37]=[N:38][CH:39]=[CH:40][CH:41]=2)=[O:34])[CH:15]=[N:16][CH:17]=1. The catalyst class is: 2. (2) Reactant: [Br:1][C:2]1[C:10]([CH3:11])=[CH:9][CH:8]=[CH:7][C:3]=1[C:4]([OH:6])=O.CN(C(ON1N=NC2C=CC=NC1=2)=[N+](C)C)C.F[P-](F)(F)(F)(F)F.[CH2:36]([NH2:41])[C:37]([CH3:40])([CH3:39])[CH3:38]. Product: [Br:1][C:2]1[C:10]([CH3:11])=[CH:9][CH:8]=[CH:7][C:3]=1[C:4]([NH:41][CH2:36][C:37]([CH3:40])([CH3:39])[CH3:38])=[O:6]. The catalyst class is: 3. (3) Reactant: Br[C:2]1[CH:15]=[C:14]2[CH2:16][C:11]3[C:12]4[C:13]2=[C:4]([CH2:5][CH2:6][C:7]=4[CH:8]=[C:9](Br)[CH:10]=3)[CH:3]=1.CC(C)([O-])C.[Na+].C(P(C(C)(C)C)C(C)(C)C)(C)(C)C. Product: [CH:3]1[C:4]2[CH2:5][CH2:6][C:7]3[CH:8]=[CH:9][CH:10]=[C:11]4[CH2:16][C:14]([C:13]=2[C:12]=34)=[CH:15][CH:2]=1. The catalyst class is: 101. (4) Reactant: C(N(CC)CC)C.[CH3:8][C:9]([N:14]1[C:19](=[O:20])[C:18]([C:21]2[CH:22]=[N:23][CH:24]=[N:25][CH:26]=2)=[C:17]([CH3:27])[O:16][CH2:15]1)([CH3:13])[C:10](Cl)=[O:11].[Cl:28][C:29]1[N:34]=[C:33]([NH2:35])[CH:32]=[CH:31][CH:30]=1.C(Cl)Cl. Product: [Cl:28][C:29]1[N:34]=[C:33]([NH:35][C:10](=[O:11])[C:9]([CH3:13])([N:14]2[C:19](=[O:20])[C:18]([C:21]3[CH:22]=[N:23][CH:24]=[N:25][CH:26]=3)=[C:17]([CH3:27])[O:16][CH2:15]2)[CH3:8])[CH:32]=[CH:31][CH:30]=1. The catalyst class is: 6. (5) Reactant: [C:1]12(OCC[O:18]1)[C:10]1[C:5](=[CH:6][CH:7]=[CH:8][CH:9]=1)[CH2:4][C@@H:3]([CH2:11][CH2:12][C:13]([O:15]CC)=[O:14])[CH2:2]2.[Li+].[OH-]. Product: [O:18]=[C:1]1[C:10]2[C:5](=[CH:6][CH:7]=[CH:8][CH:9]=2)[CH2:4][C@@H:3]([CH2:11][CH2:12][C:13]([OH:15])=[O:14])[CH2:2]1. The catalyst class is: 20.